Dataset: Catalyst prediction with 721,799 reactions and 888 catalyst types from USPTO. Task: Predict which catalyst facilitates the given reaction. (1) Reactant: Br[C:2]1[C:7]2[O:8][C:9]3([C:15]4[C:20]([C:6]=2[CH:5]=[CH:4][CH:3]=1)=[CH:19][N:18]=[C:17]([NH2:21])[N:16]=4)[CH2:14][CH2:13][CH2:12][CH2:11][CH2:10]3.N1CCC[C@H]1C(O)=O.[CH3:30][S:31]([O-:33])=[O:32].[Na+].[OH-].[Na+]. Product: [CH3:30][S:31]([C:2]1[C:7]2[O:8][C:9]3([C:15]4[C:20]([C:6]=2[CH:5]=[CH:4][CH:3]=1)=[CH:19][N:18]=[C:17]([NH2:21])[N:16]=4)[CH2:14][CH2:13][CH2:12][CH2:11][CH2:10]3)(=[O:33])=[O:32]. The catalyst class is: 156. (2) Product: [F:1][C:2]1[CH:21]=[CH:20][C:5]2[C:6]([C:9]3[CH:14]=[CH:13][C:12]([O:15][CH2:16][C@H:17]([OH:18])[CH2:19][NH:28][CH2:27][C:23]4[S:22][CH:26]=[CH:25][CH:24]=4)=[CH:11][CH:10]=3)=[N:7][O:8][C:4]=2[CH:3]=1. Reactant: [F:1][C:2]1[CH:21]=[CH:20][C:5]2[C:6]([C:9]3[CH:14]=[CH:13][C:12]([O:15][CH2:16][C@H:17]4[CH2:19][O:18]4)=[CH:11][CH:10]=3)=[N:7][O:8][C:4]=2[CH:3]=1.[S:22]1[CH:26]=[CH:25][CH:24]=[C:23]1[CH2:27][NH2:28]. The catalyst class is: 737.